Dataset: Full USPTO retrosynthesis dataset with 1.9M reactions from patents (1976-2016). Task: Predict the reactants needed to synthesize the given product. (1) Given the product [N:54]1([S:58]([NH:61][C:34](=[O:36])[C:33]2[CH:37]=[C:29]([CH:26]3[CH2:27][CH2:28]3)[C:30]([O:39][CH2:40][CH:41]3[CH2:46][CH2:45][C:44]([F:47])([F:48])[CH2:43][CH2:42]3)=[CH:31][C:32]=2[F:38])(=[O:60])=[O:59])[CH2:57][CH2:56][CH2:55]1, predict the reactants needed to synthesize it. The reactants are: C1(C2C(OCC3(C(F)(F)F)CCCCC3)=CC(F)=C(C=2)C(O)=O)CC1.[CH:26]1([C:29]2[C:30]([O:39][CH2:40][CH:41]3[CH2:46][CH2:45][C:44]([F:48])([F:47])[CH2:43][CH2:42]3)=[CH:31][C:32]([F:38])=[C:33]([CH:37]=2)[C:34]([OH:36])=O)[CH2:28][CH2:27]1.CS(N)(=O)=O.[N:54]1([S:58]([NH2:61])(=[O:60])=[O:59])[CH2:57][CH2:56][CH2:55]1. (2) Given the product [CH:9]1([NH:8][C:6]2[C:5]([C:12]([F:15])([F:14])[F:13])=[CH:4][N:3]=[C:2]([NH:27][C:28]3[C:36]([O:37][CH3:38])=[CH:35][C:31]([C:32]([N:73]4[CH2:78][CH2:77][O:76][CH2:75][CH2:74]4)=[O:34])=[C:30]([F:39])[CH:29]=3)[N:7]=2)[CH2:11][CH2:10]1, predict the reactants needed to synthesize it. The reactants are: Cl[C:2]1[N:7]=[C:6]([NH:8][CH:9]2[CH2:11][CH2:10]2)[C:5]([C:12]([F:15])([F:14])[F:13])=[CH:4][N:3]=1.CC1C=CC(S(O)(=O)=O)=CC=1.[NH2:27][C:28]1[C:36]([O:37][CH3:38])=[CH:35][C:31]([C:32]([OH:34])=O)=[C:30]([F:39])[CH:29]=1.CCN(C(C)C)C(C)C.CN(C(ON1N=NC2C=CC=NC1=2)=[N+](C)C)C.F[P-](F)(F)(F)(F)F.[NH:73]1[CH2:78][CH2:77][O:76][CH2:75][CH2:74]1.C(=O)(O)[O-].[Na+]. (3) Given the product [OH:60][C:58]([C:57]([F:62])([F:61])[F:56])=[O:59].[NH2:7][C@@H:8]1[C:22](=[O:23])[N:21]2[CH2:24][C@H:25]([O:27][C:28]3[C:37]4[C:32](=[CH:33][CH:34]=[CH:35][CH:36]=4)[N:31]4[CH:38]=[CH:39][N:40]=[C:30]4[N:29]=3)[CH2:26][C@H:20]2[C:19](=[O:41])[NH:18][C@:17]2([C:43]([NH:44][S:45]([C:48]3([CH3:51])[CH2:49][CH2:50]3)(=[O:46])=[O:47])=[O:52])[CH2:42][C@H:16]2[CH:15]=[CH:14][CH2:13][CH2:12][CH:11]([CH3:53])[CH2:10][C@H:9]1[CH3:54], predict the reactants needed to synthesize it. The reactants are: C(OC(=O)[NH:7][C@@H:8]1[C:22](=[O:23])[N:21]2[CH2:24][C@H:25]([O:27][C:28]3[C:37]4[C:32](=[CH:33][CH:34]=[CH:35][CH:36]=4)[N:31]4[CH:38]=[CH:39][N:40]=[C:30]4[N:29]=3)[CH2:26][C@H:20]2[C:19](=[O:41])[NH:18][C@:17]2([C:43](=[O:52])[NH:44][S:45]([C:48]3([CH3:51])[CH2:50][CH2:49]3)(=[O:47])=[O:46])[CH2:42][C@H:16]2[CH:15]=[CH:14][CH2:13][CH2:12][CH:11]([CH3:53])[CH2:10][C@H:9]1[CH3:54])(C)(C)C.[F:56][C:57]([F:62])([F:61])[C:58]([OH:60])=[O:59]. (4) Given the product [CH:1]1[C:6]2[CH2:7][CH2:8][CH2:9][CH2:10][CH:11]([S:20][C:16]3[CH:15]=[C:14]([CH:19]=[CH:18][CH:17]=3)[NH2:13])[C:5]=2[CH:4]=[CH:3][CH:2]=1, predict the reactants needed to synthesize it. The reactants are: [CH:1]1[C:6]2[CH2:7][CH2:8][CH2:9][CH2:10][CH:11](O)[C:5]=2[CH:4]=[CH:3][CH:2]=1.[NH2:13][C:14]1[CH:15]=[C:16]([SH:20])[CH:17]=[CH:18][CH:19]=1.C(P(CCCC)CCCC)CCC.N(C(N1CCCCC1)=O)=NC(N1CCCCC1)=O. (5) Given the product [NH2:13][C@:10]1([CH3:14])[CH2:11][CH2:12][N:8]([C:25]([O:27][C:28]([CH3:29])([CH3:30])[CH3:31])=[O:26])[CH2:9]1, predict the reactants needed to synthesize it. The reactants are: C([N:8]1[CH2:12][CH2:11][C@@:10]([CH3:14])([NH2:13])[CH2:9]1)C1C=CC=CC=1.[H][H].[CH3:29][C:28]([O:27][C:25](O[C:25]([O:27][C:28]([CH3:31])([CH3:30])[CH3:29])=[O:26])=[O:26])([CH3:31])[CH3:30]. (6) Given the product [C:25]([O:29][C:30](=[O:31])[NH:32][C@@H:33]([CH2:39][O:40][CH2:41][C:42]1[CH:43]=[CH:44][CH:45]=[CH:46][CH:47]=1)[CH2:34][O:35][CH2:36][C:37](=[O:38])[C:2]1[CH:7]=[C:6]([F:8])[C:5]([F:9])=[C:4]([F:10])[CH:3]=1)([CH3:28])([CH3:26])[CH3:27], predict the reactants needed to synthesize it. The reactants are: Br[C:2]1[CH:7]=[C:6]([F:8])[C:5]([F:9])=[C:4]([F:10])[CH:3]=1.[Mg].II.FC1C=C([Mg]Br)C=C(F)C=1F.[C:25]([O:29][C:30]([N:32]1[C:37](=[O:38])[CH2:36][O:35][CH2:34][C@@H:33]1[CH2:39][O:40][CH2:41][C:42]1[CH:47]=[CH:46][CH:45]=[CH:44][CH:43]=1)=[O:31])([CH3:28])([CH3:27])[CH3:26].[Cl-].[NH4+]. (7) Given the product [Cl:26][CH2:27][C:28]([NH:1][C@H:2]([C:4]([NH:6][CH:7]1[N:13]=[C:12]([C:14]2[CH:19]=[CH:18][CH:17]=[CH:16][CH:15]=2)[C:11]2[CH:20]=[CH:21][CH:22]=[CH:23][C:10]=2[N:9]([CH3:24])[C:8]1=[O:25])=[O:5])[CH3:3])=[O:29], predict the reactants needed to synthesize it. The reactants are: [NH2:1][C@H:2]([C:4]([NH:6][CH:7]1[N:13]=[C:12]([C:14]2[CH:19]=[CH:18][CH:17]=[CH:16][CH:15]=2)[C:11]2[CH:20]=[CH:21][CH:22]=[CH:23][C:10]=2[N:9]([CH3:24])[C:8]1=[O:25])=[O:5])[CH3:3].[Cl:26][CH2:27][C:28](Cl)=[O:29]. (8) Given the product [C:1]([O:5][C:6](=[O:15])[NH:7][C@H:8]1[CH2:9][CH2:10][C@@H:11]([NH:14][CH2:16][C:17]2[CH:22]=[CH:21][CH:20]=[CH:19][CH:18]=2)[CH2:12][CH2:13]1)([CH3:4])([CH3:2])[CH3:3], predict the reactants needed to synthesize it. The reactants are: [C:1]([O:5][C:6](=[O:15])[NH:7][C@H:8]1[CH2:13][CH2:12][C@@H:11]([NH2:14])[CH2:10][CH2:9]1)([CH3:4])([CH3:3])[CH3:2].[CH:16](=O)[C:17]1[CH:22]=[CH:21][CH:20]=[CH:19][CH:18]=1.C(O)(=O)C.[BH-](OC(C)=O)(OC(C)=O)OC(C)=O.[Na+]. (9) Given the product [C:31]([O:30][C:29](=[O:35])[NH:28][C:24]1([C:21]2[CH:22]=[CH:23][C:18]([N:17]3[C:11]4=[N:12][C:13]([C:44]5[CH:49]=[CH:48][CH:47]=[C:46]([N:50]6[CH2:55][CH2:54][S:53](=[O:56])(=[O:57])[CH2:52][CH2:51]6)[CH:45]=5)=[CH:14][CH:15]=[C:10]4[N:9]=[C:8]3[C:7]3[C:2]([NH2:1])=[N:3][CH:4]=[CH:5][CH:6]=3)=[CH:19][CH:20]=2)[CH2:27][CH2:26][CH2:25]1)([CH3:32])([CH3:33])[CH3:34], predict the reactants needed to synthesize it. The reactants are: [NH2:1][C:2]1[C:7]([C:8]2[N:17]([C:18]3[CH:23]=[CH:22][C:21]([C:24]4([NH:28][C:29](=[O:35])[O:30][C:31]([CH3:34])([CH3:33])[CH3:32])[CH2:27][CH2:26][CH2:25]4)=[CH:20][CH:19]=3)[C:11]3=[N:12][C:13](Cl)=[CH:14][CH:15]=[C:10]3[N:9]=2)=[CH:6][CH:5]=[CH:4][N:3]=1.CC1(C)C(C)(C)OB([C:44]2[CH:45]=[C:46]([N:50]3[CH2:55][CH2:54][S:53](=[O:57])(=[O:56])[CH2:52][CH2:51]3)[CH:47]=[CH:48][CH:49]=2)O1.[OH-].[Na+].